Dataset: Forward reaction prediction with 1.9M reactions from USPTO patents (1976-2016). Task: Predict the product of the given reaction. (1) Given the reactants CN([CH:4]=[C:5]1[C:10](=O)[CH2:9][CH2:8][N:7]([C:12]2[C:13]([O:18][CH2:19][C:20]3[CH:25]=[CH:24][C:23]([O:26][CH3:27])=[CH:22][CH:21]=3)=[N:14][CH:15]=[CH:16][CH:17]=2)[CH2:6]1)C.C(=O)(O)O.[NH2:32][C:33]([NH2:35])=[NH:34].O.O.O.C([O-])(=O)C.[Na+], predict the reaction product. The product is: [CH3:27][O:26][C:23]1[CH:22]=[CH:21][C:20]([CH2:19][O:18][C:13]2[C:12]([N:7]3[CH2:8][CH2:9][C:10]4[N:34]=[C:33]([NH2:35])[N:32]=[CH:4][C:5]=4[CH2:6]3)=[CH:17][CH:16]=[CH:15][N:14]=2)=[CH:25][CH:24]=1. (2) Given the reactants [H-].[Na+].[NH:3]1[C:7]2[CH:8]=[CH:9][CH:10]=[CH:11][C:6]=2[N:5]=[N:4]1.I[CH2:13][CH2:14][CH2:15][CH2:16][CH2:17][CH2:18][CH2:19][CH3:20].[OH-].[Na+], predict the reaction product. The product is: [CH2:13]([N:4]1[N:5]=[C:6]2[CH:11]=[CH:10][CH:9]=[CH:8][C:7]2=[N:3]1)[CH2:14][CH2:15][CH2:16][CH2:17][CH2:18][CH2:19][CH3:20].